This data is from Reaction yield outcomes from USPTO patents with 853,638 reactions. The task is: Predict the reaction yield, written as a fraction of the theoretical maximum amount of product (1.0 means a 100% yield; for example, 0.34 means a 34% yield). (1) The reactants are [F:1][C:2]1[C:7]([O:8][CH3:9])=[CH:6][C:5]([O:10][CH3:11])=[CH:4][C:3]=1[CH2:12][C:13]([O:15]C)=O.C([O-])([O-])=O.[K+].[K+].[NH2:23][C:24]1[C:29]([CH:30]=O)=[CH:28][N:27]=[C:26]([S:32][CH3:33])[N:25]=1.O. The catalyst is CN1C(=O)CCC1. The product is [F:1][C:2]1[C:7]([O:8][CH3:9])=[CH:6][C:5]([O:10][CH3:11])=[CH:4][C:3]=1[C:12]1[C:13](=[O:15])[NH:23][C:24]2[N:25]=[C:26]([S:32][CH3:33])[N:27]=[CH:28][C:29]=2[CH:30]=1. The yield is 0.280. (2) The reactants are [NH2:1][C:2]1[CH:7]=[C:6]([O:8][C:9]2[CH:14]=[CH:13][C:12]([NH:15][C:16]([C:18]3([C:21]([NH:23][C:24]4[CH:29]=[CH:28][C:27]([F:30])=[CH:26][CH:25]=4)=[O:22])[CH2:20][CH2:19]3)=[O:17])=[C:11]([F:31])[C:10]=2[F:32])[CH:5]=[CH:4][N:3]=1.C([N:35]([CH2:38]C)CC)C.ClC([O:43][C:44]1[CH:49]=CC=C[CH:45]=1)=O.C(=O)([O-])[OH:51].[Na+]. The catalyst is O1CCCC1.C(OCC)(=O)C. The product is [F:31][C:11]1[C:10]([F:32])=[C:9]([O:8][C:6]2[CH:5]=[CH:4][N:3]=[C:2]([NH:1][C:38]([N:35]3[CH2:45][CH:44]([OH:43])[CH2:49]3)=[O:51])[CH:7]=2)[CH:14]=[CH:13][C:12]=1[NH:15][C:16]([C:18]1([C:21]([NH:23][C:24]2[CH:29]=[CH:28][C:27]([F:30])=[CH:26][CH:25]=2)=[O:22])[CH2:19][CH2:20]1)=[O:17]. The yield is 0.780. (3) The reactants are [F:1][C:2]1[C:15]([F:16])=[CH:14][CH:13]=[CH:12][C:3]=1[O:4][C:5]1[CH:11]=[CH:10][C:8](N)=[CH:7][CH:6]=1.Cl.N([O-])=O.[Na+].NC(N)=O.[Na+].[I-:27]. The catalyst is O. The product is [F:16][C:15]1[CH:14]=[CH:13][CH:12]=[C:3]([O:4][C:5]2[CH:11]=[CH:10][C:8]([I:27])=[CH:7][CH:6]=2)[C:2]=1[F:1]. The yield is 0.790.